Task: Predict the product of the given reaction.. Dataset: Forward reaction prediction with 1.9M reactions from USPTO patents (1976-2016) Given the reactants [Br:1][C:2]1[CH:7]=[CH:6][C:5]([OH:8])=[CH:4][C:3]=1[O:9][CH3:10].CCN(C(C)C)C(C)C.[C:20]([Si:24](Cl)([CH3:26])[CH3:25])([CH3:23])([CH3:22])[CH3:21], predict the reaction product. The product is: [Br:1][C:2]1[CH:7]=[CH:6][C:5]([O:8][Si:24]([C:20]([CH3:23])([CH3:22])[CH3:21])([CH3:26])[CH3:25])=[CH:4][C:3]=1[O:9][CH3:10].